Dataset: Forward reaction prediction with 1.9M reactions from USPTO patents (1976-2016). Task: Predict the product of the given reaction. (1) Given the reactants O1C=CC=C1[C:6]1[C:14]2[C:13]([S:15][CH3:16])=[N:12][CH:11]=[N:10][C:9]=2[N:8]([C@@H:17]2[O:23][C@H:22]([CH2:24][OH:25])[C@@H:20]([OH:21])[C@H:18]2[OH:19])[CH:7]=1.IC1C2C(SC)=NC=NC=2N([C@@H:38]2[O:44][C@H:43](CO)[C@@H:41](O)[C@H:39]2O)C=1.O1C=CC(B(O)O)=C1, predict the reaction product. The product is: [O:44]1[CH:38]=[CH:39][C:41]([C:6]2[C:14]3[C:13]([S:15][CH3:16])=[N:12][CH:11]=[N:10][C:9]=3[N:8]([C@@H:17]3[O:23][C@H:22]([CH2:24][OH:25])[C@@H:20]([OH:21])[C@H:18]3[OH:19])[CH:7]=2)=[CH:43]1. (2) Given the reactants [ClH:1].[NH2:2][C@H:3]([C:9]([OH:11])=[O:10])[CH2:4][CH2:5][CH2:6][CH2:7][NH2:8].[CH3:12][Si]([Cl:16])(C)C, predict the reaction product. The product is: [ClH:16].[ClH:1].[CH3:12][O:10][C:9](=[O:11])[C@H:3]([CH2:4][CH2:5][CH2:6][CH2:7][NH2:8])[NH2:2].[CH3:9][OH:10]. (3) Given the reactants O=P(Cl)(Cl)[Cl:3].[S:6]1[C:14]2[C:9](=[N:10][CH:11]=[CH:12][C:13]=2O)[CH:8]=[CH:7]1.[NH4+].[OH-], predict the reaction product. The product is: [Cl:3][C:13]1[CH:12]=[CH:11][N:10]=[C:9]2[CH:8]=[CH:7][S:6][C:14]=12. (4) Given the reactants C[N:2]1[CH:6]=[C:5]([C:7]2[O:8][C:9]([C:12]3[CH:17]=[CH:16][CH:15]=[CH:14][CH:13]=3)=[N:10][N:11]=2)[C:4]([C:18]2[CH:19]=[C:20]([CH:35]=[CH:36][CH:37]=2)[CH2:21][NH:22][C:23](=[O:34])[C@@H:24]([NH:26]C(=O)OC(C)(C)C)[CH3:25])=[N:3]1.F[C:39](F)(F)C(O)=O, predict the reaction product. The product is: [CH3:39][N:3]1[C:4]([C:18]2[CH:19]=[C:20]([CH:35]=[CH:36][CH:37]=2)[CH2:21][NH:22][C:23](=[O:34])[C@@H:24]([NH2:26])[CH3:25])=[C:5]([C:7]2[O:8][C:9]([C:12]3[CH:17]=[CH:16][CH:15]=[CH:14][CH:13]=3)=[N:10][N:11]=2)[CH:6]=[N:2]1. (5) Given the reactants [OH:1][C:2]1[CH:7]=[C:6]([N+:8]([O-:10])=[O:9])[CH:5]=[CH:4][C:3]=1[NH:11][C:12](/[CH:14]=[CH:15]\[C:16]([O:18][CH2:19][CH3:20])=[O:17])=[O:13].C(=O)([O-])[O-].[K+].[K+].O, predict the reaction product. The product is: [N+:8]([C:6]1[CH:5]=[CH:4][C:3]2[NH:11][C:12](=[O:13])[CH:14]([CH2:15][C:16]([O:18][CH2:19][CH3:20])=[O:17])[O:1][C:2]=2[CH:7]=1)([O-:10])=[O:9]. (6) Given the reactants [CH:1](=O)[C:2]1[O:6][CH:5]=[CH:4][CH:3]=1.[C-:8]#[N:9].[Na+].[NH4+:11].[Cl-].N.CO.N, predict the reaction product. The product is: [NH2:11][CH:1]([C:8]#[N:9])[C:2]1[O:6][CH:5]=[CH:4][CH:3]=1. (7) Given the reactants [C:1]([C:3]1[CH:8]=[CH:7][C:6]([C:9]2[CH:14]=[CH:13][C:12]([O:15][C:16]([F:19])([F:18])[F:17])=[C:11]([CH2:20][NH:21][C@H:22]3[CH2:27][CH2:26][N:25](C(OC(C)(C)C)=O)[CH2:24][C@H:23]3[C:35]3[CH:40]=[CH:39][CH:38]=[CH:37][CH:36]=3)[CH:10]=2)=[C:5]([F:41])[CH:4]=1)#[N:2].[C:42]([OH:48])([C:44]([F:47])([F:46])[F:45])=[O:43], predict the reaction product. The product is: [F:45][C:44]([F:47])([F:46])[C:42]([OH:48])=[O:43].[F:45][C:44]([F:47])([F:46])[C:42]([OH:48])=[O:43].[F:41][C:5]1[CH:4]=[C:3]([C:1]#[N:2])[CH:8]=[CH:7][C:6]=1[C:9]1[CH:14]=[CH:13][C:12]([O:15][C:16]([F:18])([F:19])[F:17])=[C:11]([CH2:20][NH:21][C@H:22]2[CH2:27][CH2:26][NH:25][CH2:24][C@H:23]2[C:35]2[CH:36]=[CH:37][CH:38]=[CH:39][CH:40]=2)[CH:10]=1. (8) Given the reactants [Cl:1][C:2]1[C:3]([NH:16][NH:17][C:18]([CH:20]2[CH2:25][CH2:24][O:23][CH2:22][CH2:21]2)=O)=[N:4][C:5]2[C:10]([N:11]=1)=[CH:9][C:8]([C:12]([O:14][CH3:15])=[O:13])=[CH:7][CH:6]=2.S(Cl)(Cl)=O, predict the reaction product. The product is: [Cl:1][C:2]1[C:3]2[N:4]([C:18]([CH:20]3[CH2:25][CH2:24][O:23][CH2:22][CH2:21]3)=[N:17][N:16]=2)[C:5]2[C:10]([N:11]=1)=[CH:9][C:8]([C:12]([O:14][CH3:15])=[O:13])=[CH:7][CH:6]=2. (9) The product is: [CH3:14][O:15][C:2]1[CH:10]=[CH:9][C:8]([N+:11]([O-:13])=[O:12])=[CH:7][C:3]=1[C:4]([OH:6])=[O:5]. Given the reactants Cl[C:2]1[CH:10]=[CH:9][C:8]([N+:11]([O-:13])=[O:12])=[CH:7][C:3]=1[C:4]([OH:6])=[O:5].[CH3:14][O-:15].[Na+], predict the reaction product.